From a dataset of Forward reaction prediction with 1.9M reactions from USPTO patents (1976-2016). Predict the product of the given reaction. (1) Given the reactants [CH3:1][O:2][C:3]1[CH:12]=[C:11]2[C:6]([C:7]([CH2:14][N:15]3[C:21](=[O:22])[C@@H:20]([NH:23][C:24](=[O:36])[C@@H:25]([N:27](C)[C:28](=O)OC(C)(C)C)[CH3:26])[C@H:19]([CH3:37])[N:18]([C:38](=[O:44])[CH2:39][S:40]([CH3:43])(=[O:42])=[O:41])[C:17]4[CH:45]=[CH:46][CH:47]=[CH:48][C:16]3=4)=[CH:8][C:9](=[O:13])[O:10]2)=[CH:5][CH:4]=1.[C:49]([OH:55])([C:51]([F:54])([F:53])[F:52])=[O:50], predict the reaction product. The product is: [F:52][C:51]([F:54])([F:53])[C:49]([OH:55])=[O:50].[CH3:1][O:2][C:3]1[CH:12]=[C:11]2[C:6]([C:7]([CH2:14][N:15]3[C:21](=[O:22])[C@@H:20]([NH:23][C:24](=[O:36])[C@@H:25]([NH:27][CH3:28])[CH3:26])[C@H:19]([CH3:37])[N:18]([C:38](=[O:44])[CH2:39][S:40]([CH3:43])(=[O:42])=[O:41])[C:17]4[CH:45]=[CH:46][CH:47]=[CH:48][C:16]3=4)=[CH:8][C:9](=[O:13])[O:10]2)=[CH:5][CH:4]=1. (2) Given the reactants Br[C:2]1[CH:3]=[C:4]([N:8]2[CH2:12][CH2:11][CH2:10][CH2:9]2)[CH:5]=[CH:6][CH:7]=1.[B:13](OC(C)C)([O:18]C(C)C)[O:14]C(C)C.[Li]CCCC, predict the reaction product. The product is: [N:8]1([C:4]2[CH:3]=[C:2]([B:13]([OH:18])[OH:14])[CH:7]=[CH:6][CH:5]=2)[CH2:12][CH2:11][CH2:10][CH2:9]1. (3) The product is: [Si:1]([O:8][CH:9]([CH:19]1[CH2:28][CH2:27][C:26]2[C:21](=[CH:22][CH:23]=[C:24]([O:29][C:30]3[CH:31]=[CH:32][CH:33]=[CH:34][CH:35]=3)[CH:25]=2)[CH2:20]1)[C:10]1[O:11][C:12]([C:15]([NH2:36])=[O:17])=[CH:13][N:14]=1)([C:4]([CH3:6])([CH3:5])[CH3:7])([CH3:2])[CH3:3]. Given the reactants [Si:1]([O:8][CH:9]([CH:19]1[CH2:28][CH2:27][C:26]2[C:21](=[CH:22][CH:23]=[C:24]([O:29][C:30]3[CH:35]=[CH:34][CH:33]=[CH:32][CH:31]=3)[CH:25]=2)[CH2:20]1)[C:10]1[O:11][C:12]([C:15]([O:17]C)=O)=[CH:13][N:14]=1)([C:4]([CH3:7])([CH3:6])[CH3:5])([CH3:3])[CH3:2].[NH3:36].CO, predict the reaction product. (4) Given the reactants Cl[C:2]1[N:7]=[CH:6][CH:5]=[CH:4][N:3]=1.[CH2:8]1[C:13]([C:14]([OH:16])=[O:15])=[CH:12][CH2:11][NH:10][CH2:9]1.[Na], predict the reaction product. The product is: [N:3]1[CH:4]=[CH:5][CH:6]=[N:7][C:2]=1[N:10]1[CH2:9][CH:8]=[C:13]([C:14]([OH:16])=[O:15])[CH2:12][CH2:11]1. (5) Given the reactants [NH2:1][C@@H:2]([C:15]([NH:17][C@H:18]([C:23]([NH:25][C@H:26]([C:31]([O:33][CH2:34][C:35]1[CH:40]=[CH:39][CH:38]=[CH:37][CH:36]=1)=[O:32])[CH2:27][CH:28]([CH3:30])[CH3:29])=[O:24])[CH2:19][CH:20]([CH3:22])[CH3:21])=[O:16])[CH2:3][CH2:4][CH2:5][CH2:6][NH:7][C:8]([O:10][C:11]([CH3:14])([CH3:13])[CH3:12])=[O:9].[NH:41]([C:58]([O:60][CH2:61][CH:62]1[C:74]2[C:69](=[CH:70][CH:71]=[CH:72][CH:73]=2)[C:68]2[C:63]1=[CH:64][CH:65]=[CH:66][CH:67]=2)=[O:59])[C@@H:42]([C:55](O)=[O:56])[CH2:43][CH2:44][CH2:45][CH2:46][NH:47][C:48]([O:50][C:51]([CH3:54])([CH3:53])[CH3:52])=[O:49].CCN=C=NCCCN(C)C.Cl, predict the reaction product. The product is: [NH:41]([C:58]([O:60][CH2:61][CH:62]1[C:74]2[C:69](=[CH:70][CH:71]=[CH:72][CH:73]=2)[C:68]2[C:63]1=[CH:64][CH:65]=[CH:66][CH:67]=2)=[O:59])[C@@H:42]([C:55]([NH:1][C@@H:2]([C:15]([NH:17][C@H:18]([C:23]([NH:25][C@H:26]([C:31]([O:33][CH2:34][C:35]1[CH:36]=[CH:37][CH:38]=[CH:39][CH:40]=1)=[O:32])[CH2:27][CH:28]([CH3:30])[CH3:29])=[O:24])[CH2:19][CH:20]([CH3:21])[CH3:22])=[O:16])[CH2:3][CH2:4][CH2:5][CH2:6][NH:7][C:8]([O:10][C:11]([CH3:14])([CH3:13])[CH3:12])=[O:9])=[O:56])[CH2:43][CH2:44][CH2:45][CH2:46][NH:47][C:48]([O:50][C:51]([CH3:52])([CH3:54])[CH3:53])=[O:49]. (6) The product is: [Cl:2][CH2:1][C@@H:3]([OH:5])[CH2:4][N:9]1[CH2:10][CH2:11][N:6]([S:12]([CH3:16])(=[O:14])=[O:13])[CH2:7][CH2:8]1. Given the reactants [CH2:1]([C@H:3]1[O:5][CH2:4]1)[Cl:2].[N:6]1([S:12](N)(=[O:14])=[O:13])[CH2:11][CH2:10][NH:9][CH2:8][CH2:7]1.[CH2:16](O)C, predict the reaction product. (7) Given the reactants [N+]([C:4]1[CH:5]=[C:6]([C:12]#[N:13])[C:7](=[CH:10][CH:11]=1)[C:8]#[N:9])([O-])=O.[Na].[Li], predict the reaction product. The product is: [C:12](#[N:13])[C:6]1[C:7](=[CH:10][CH:11]=[CH:4][CH:5]=1)[C:8]#[N:9].